Dataset: Reaction yield outcomes from USPTO patents with 853,638 reactions. Task: Predict the reaction yield, written as a fraction of the theoretical maximum amount of product (1.0 means a 100% yield; for example, 0.34 means a 34% yield). (1) The catalyst is CCO.[OH-].[OH-].[Pd+2]. The product is [N:1]1[CH:6]=[CH:5][CH:4]=[CH:3][C:2]=1[NH:7][C:8]([C:10]1[C:19]2[C:18](=[O:20])[CH:17]3[CH2:21][NH:22][CH2:23][CH:16]3[CH2:15][CH2:14][C:13]=2[NH:12][CH:11]=1)=[O:9]. The yield is 0.400. The reactants are [N:1]1[CH:6]=[CH:5][CH:4]=[CH:3][C:2]=1[NH:7][C:8]([C:10]1[C:19]2[C:18](=[O:20])[CH:17]3[CH2:21][N:22](CC4C=CC=CC=4)[CH2:23][CH:16]3[CH2:15][CH2:14][C:13]=2[NH:12][CH:11]=1)=[O:9].C([O-])=O.[NH4+]. (2) The reactants are [OH-].[Li+].[Cl:3][C:4]1[CH:37]=[CH:36][CH:35]=[C:34]([Cl:38])[C:5]=1[C:6]([NH:8][C@H:9]([C:30]([O:32]C)=[O:31])[CH2:10][C:11]1[CH:16]=[CH:15][C:14]([O:17][CH:18]2[CH2:23][CH2:22][N:21]([C:24]3[CH:29]=[CH:28][CH:27]=[CH:26][CH:25]=3)[CH2:20][CH2:19]2)=[CH:13][CH:12]=1)=[O:7]. The catalyst is O.C(#N)C.CO. The product is [Cl:3][C:4]1[CH:37]=[CH:36][CH:35]=[C:34]([Cl:38])[C:5]=1[C:6]([NH:8][C@H:9]([C:30]([OH:32])=[O:31])[CH2:10][C:11]1[CH:12]=[CH:13][C:14]([O:17][CH:18]2[CH2:19][CH2:20][N:21]([C:24]3[CH:29]=[CH:28][CH:27]=[CH:26][CH:25]=3)[CH2:22][CH2:23]2)=[CH:15][CH:16]=1)=[O:7]. The yield is 0.890. (3) The reactants are [CH:1]([C:4]1[C:5]([O:13][CH2:14][CH2:15][CH3:16])=[C:6]([CH:10]=[CH:11][CH:12]=1)[CH2:7]CN)([CH3:3])[CH3:2].[C:17](Cl)(=[O:20])[CH:18]=[CH2:19].[CH2:22]([N:24](CC)CC)C. The catalyst is C(Cl)Cl. The product is [CH:1]([C:4]1[C:5]([O:13][CH2:14][CH2:15][CH3:16])=[C:6]([CH:10]=[CH:11][CH:12]=1)[CH2:7][N:24]([CH3:22])[C:17](=[O:20])[CH:18]=[CH2:19])([CH3:2])[CH3:3]. The yield is 0.880. (4) The reactants are [CH3:1][CH:2]([CH2:11][CH3:12])[CH2:3][CH:4]=[CH:5][C:6]([O:8][CH2:9][CH3:10])=[O:7].C1CCN2C(=NCCC2)CC1.[N+:24]([CH3:27])([O-:26])=[O:25]. The catalyst is C(#N)C. The product is [CH3:1][CH:2]([CH2:11][CH3:12])[CH2:3][CH:4]([CH2:27][N+:24]([O-:26])=[O:25])[CH2:5][C:6]([O:8][CH2:9][CH3:10])=[O:7]. The yield is 0.420.